This data is from Full USPTO retrosynthesis dataset with 1.9M reactions from patents (1976-2016). The task is: Predict the reactants needed to synthesize the given product. (1) Given the product [NH2:12][C:11]1[C:13]2[CH:18]=[N:17][C:16]([S:19][CH3:20])=[N:15][C:14]=2[N:21]([CH:25]2[CH2:26][CH2:27][CH2:28]2)[C:22](=[O:24])[CH:23]=1, predict the reactants needed to synthesize it. The reactants are: C[Si]([N-][Si](C)(C)C)(C)C.[Li+].[C:11]([C:13]1[C:14]([N:21]([CH:25]2[CH2:28][CH2:27][CH2:26]2)[C:22](=[O:24])[CH3:23])=[N:15][C:16]([S:19][CH3:20])=[N:17][CH:18]=1)#[N:12]. (2) Given the product [CH3:3][CH:2]([C:4]1[N:8]([CH2:9][CH2:10][C@@H:11]([OH:19])[CH2:12][C@@H:13]([OH:18])[CH2:14][C:15]([OH:17])=[O:16])[C:7]([C:20]2[CH:25]=[CH:24][C:23]([F:26])=[CH:22][CH:21]=2)=[C:6]([C:27]2[CH:32]=[CH:31][CH:30]=[CH:29][CH:28]=2)[C:5]=1[C:33]([NH:35][C:36]1[CH:41]=[CH:40][CH:39]=[CH:38][CH:37]=1)=[O:34])[CH3:1], predict the reactants needed to synthesize it. The reactants are: [CH3:1][CH:2]([C:4]1[N:8]([CH2:9][CH2:10][C@@H:11]([OH:19])[CH2:12][C@@H:13]([OH:18])[CH2:14][C:15]([O-:17])=[O:16])[C:7]([C:20]2[CH:21]=[CH:22][C:23]([F:26])=[CH:24][CH:25]=2)=[C:6]([C:27]2[CH:28]=[CH:29][CH:30]=[CH:31][CH:32]=2)[C:5]=1[C:33]([NH:35][C:36]1[CH:37]=[CH:38][CH:39]=[CH:40][CH:41]=1)=[O:34])[CH3:3].CC(C1N(CC[C@@H](O)C[C@@H](O)CC([O-])=O)C(C2C=CC(F)=CC=2)=C(C2C=CC=CC=2)C=1C(NC1C=CC=CC=1)=O)C.[Ca+2].C(O)[C@H]([C@H]([C@@H]([C@@H](CO)O)O)O)O.C(=O)([O-])[O-].[Mg+2].C([O-])(=O)CCCCCCCCCCCCCCCCC.[Mg+2].C([O-])(=O)CCCCCCCCCCCCCCCCC.C[C@@](O)(CC(SCCNC(CCNC([C@H](O)C(COP(OP(OC[C@H]1O[C@@H](N2C3N=CN=C(N)C=3N=C2)[C@H](O)[C@@H]1OP(O)(O)=O)(O)=O)(O)=O)(C)C)=O)=O)=O)CC(O)=O. (3) Given the product [N:91]1[CH:92]=[CH:93][CH:94]=[CH:95][C:90]=1[N:87]1[CH2:88][CH2:89][NH:84][CH2:85][C:86]1=[O:96], predict the reactants needed to synthesize it. The reactants are: C(OC(N1C=CN(C)C(=O)C1)=O)C1C=CC=CC=1.BrC1C=CC=CN=1.CC1(C)C2C(=C(P(C3C=CC=CC=3)C3C=CC=CC=3)C=CC=2)OC2C(P(C3C=CC=CC=3)C3C=CC=CC=3)=CC=CC1=2.C(=O)([O-])[O-].[Cs+].[Cs+].C(OC([N:84]1[CH2:89][CH2:88][N:87]([C:90]2[CH:95]=[CH:94][CH:93]=[CH:92][N:91]=2)[C:86](=[O:96])[CH2:85]1)=O)C1C=CC=CC=1. (4) Given the product [F:6][C:7]1[CH:30]=[CH:29][C:10]([CH2:11][C:12]2[S:13][C:14]([C:20]3[C:25]([Cl:26])=[CH:24][N:23]=[C:22]([S:27][CH3:28])[N:21]=3)=[CH:15][C:16]=2[CH2:17][CH2:18][N:40]2[CH2:45][CH2:44][O:43][CH2:42][CH2:41]2)=[CH:9][CH:8]=1, predict the reactants needed to synthesize it. The reactants are: CS(Cl)(=O)=O.[F:6][C:7]1[CH:30]=[CH:29][C:10]([CH2:11][C:12]2[S:13][C:14]([C:20]3[C:25]([Cl:26])=[CH:24][N:23]=[C:22]([S:27][CH3:28])[N:21]=3)=[CH:15][C:16]=2[CH2:17][CH2:18]O)=[CH:9][CH:8]=1.C(N(C(C)C)CC)(C)C.[NH:40]1[CH2:45][CH2:44][O:43][CH2:42][CH2:41]1. (5) Given the product [N:11]1[C:10]2[C:5](=[N:6][CH:7]=[CH:8][CH:9]=2)[S:4][C:3]=1[CH2:2][N:15]1[CH2:14][CH2:13][N:12]([C:18]2[CH:25]=[CH:24][CH:23]=[CH:22][C:19]=2[C:20]#[N:21])[CH2:17][CH2:16]1, predict the reactants needed to synthesize it. The reactants are: Cl[CH2:2][C:3]1[S:4][C:5]2[C:10]([N:11]=1)=[CH:9][CH:8]=[CH:7][N:6]=2.[N:12]1([C:18]2[CH:25]=[CH:24][CH:23]=[CH:22][C:19]=2[C:20]#[N:21])[CH2:17][CH2:16][NH:15][CH2:14][CH2:13]1.CC(=O)OCC. (6) Given the product [F:36][C:37]1[CH:38]=[C:39]2[C:44](=[CH:45][CH:46]=1)[O:43][CH2:42][CH2:41][CH:40]2[NH:47][C:21](=[O:22])[CH2:20][N:3]1[CH2:4][CH2:5][CH2:6][C:7]([C:14]2[CH:19]=[CH:18][CH:17]=[CH:16][CH:15]=2)([C:8]2[CH:13]=[CH:12][CH:11]=[CH:10][CH:9]=2)[C:2]1=[O:1], predict the reactants needed to synthesize it. The reactants are: [O:1]=[C:2]1[C:7]([C:14]2[CH:19]=[CH:18][CH:17]=[CH:16][CH:15]=2)([C:8]2[CH:13]=[CH:12][CH:11]=[CH:10][CH:9]=2)[CH2:6][CH2:5][CH2:4][N:3]1[CH2:20][C:21](O)=[O:22].Cl.C(N=C=NCCCN(C)C)C.[F:36][C:37]1[CH:38]=[C:39]2[C:44](=[CH:45][CH:46]=1)[O:43][CH2:42][CH2:41][CH:40]2[NH2:47]. (7) The reactants are: [CH3:1][S:2]([N:5]1[C:9]2[N:10]=[C:11]([N:39]3[CH2:44][CH2:43][O:42][CH2:41][CH2:40]3)[N:12]=[C:13]([C:14]3[CH:15]=[N:16][C:17]([N:20]([CH2:30][C:31]4[CH:36]=[CH:35][C:34]([O:37][CH3:38])=[CH:33][CH:32]=4)[CH2:21][C:22]4[CH:27]=[CH:26][C:25]([O:28][CH3:29])=[CH:24][CH:23]=4)=[N:18][CH:19]=3)[C:8]=2[CH2:7][CH2:6]1)(=[O:4])=[O:3].C(C1C(=O)C(Cl)=C(Cl)C(=O)C=1C#N)#N.[Cl-].[Na+]. Given the product [CH3:1][S:2]([N:5]1[C:9]2[N:10]=[C:11]([N:39]3[CH2:40][CH2:41][O:42][CH2:43][CH2:44]3)[N:12]=[C:13]([C:14]3[CH:15]=[N:16][C:17]([N:20]([CH2:21][C:22]4[CH:27]=[CH:26][C:25]([O:28][CH3:29])=[CH:24][CH:23]=4)[CH2:30][C:31]4[CH:36]=[CH:35][C:34]([O:37][CH3:38])=[CH:33][CH:32]=4)=[N:18][CH:19]=3)[C:8]=2[CH:7]=[CH:6]1)(=[O:4])=[O:3], predict the reactants needed to synthesize it. (8) Given the product [CH3:27][C@@:9]1([CH:19]=[CH:20][C:21]2[N:22]([CH3:26])[CH:23]=[CH:24][CH:25]=2)[CH2:10][O:11][C:12](=[O:18])[NH:8]1, predict the reactants needed to synthesize it. The reactants are: C(OC([NH:8][C@:9]([CH3:27])([CH:19]=[CH:20][C:21]1[N:22]([CH3:26])[CH:23]=[CH:24][CH:25]=1)[CH2:10][O:11][C:12](=[O:18])CCCCC)=O)(C)(C)C.[OH-].[Na+].CC(C)([O-])C.[K+].C(O)(=O)C.